This data is from Forward reaction prediction with 1.9M reactions from USPTO patents (1976-2016). The task is: Predict the product of the given reaction. (1) Given the reactants CCOCC.C([Mg]Cl)(C)C.[F:11][C:12]1[CH:17]=[CH:16][C:15]([S:18]([C@@:21]2([C:36]3[CH:41]=[CH:40][C:39](I)=[CH:38][CH:37]=3)[CH2:25][CH2:24][N:23]([C:26]([O:28][CH2:29][C:30]3[CH:35]=[CH:34][CH:33]=[CH:32][CH:31]=3)=[O:27])[CH2:22]2)(=[O:20])=[O:19])=[CH:14][CH:13]=1.[F:43][C:44]([F:54])([F:53])[C:45]([C:47]1[CH:52]=[CH:51][CH:50]=[CH:49][CH:48]=1)=[O:46], predict the reaction product. The product is: [F:11][C:12]1[CH:17]=[CH:16][C:15]([S:18]([C@@:21]2([C:36]3[CH:41]=[CH:40][C:39]([C:45]([OH:46])([C:47]4[CH:48]=[CH:49][CH:50]=[CH:51][CH:52]=4)[C:44]([F:43])([F:53])[F:54])=[CH:38][CH:37]=3)[CH2:25][CH2:24][N:23]([C:26]([O:28][CH2:29][C:30]3[CH:35]=[CH:34][CH:33]=[CH:32][CH:31]=3)=[O:27])[CH2:22]2)(=[O:20])=[O:19])=[CH:14][CH:13]=1. (2) Given the reactants [OH:1][CH2:2][CH2:3][CH2:4][NH:5][C:6]1[CH:13]=[CH:12][C:9]([C:10]#[N:11])=[CH:8][CH:7]=1.C(N(CC)CC)C.Cl.CN(C)C.[C:26]1([S:32](Cl)(=[O:34])=[O:33])[CH:31]=[CH:30][CH:29]=[CH:28][CH:27]=1.C(O)#N, predict the reaction product. The product is: [C:26]1([S:32]([O:1][CH2:2][CH2:3][CH2:4][NH:5][C:6]2[CH:13]=[CH:12][C:9]([C:10]#[N:11])=[CH:8][CH:7]=2)(=[O:34])=[O:33])[CH:31]=[CH:30][CH:29]=[CH:28][CH:27]=1. (3) Given the reactants [Br:1][C:2]1[CH:7]=[CH:6][N:5]=[C:4]2[NH:8][CH:9]=[CH:10][C:3]=12.FC(S(OS(C(F)(F)F)(=O)=O)(=O)=[O:16])(F)F.N1[C:30]2=[N+]([O-])C=C[CH:34]=[C:29]2[CH:28]=C1.CN(C)[CH:38]=[O:39], predict the reaction product. The product is: [Br:1][C:2]1[CH:7]=[CH:6][N:5]=[C:4]2[N:8]([C:38]([O:39][C:29]([CH3:30])([CH3:34])[CH3:28])=[O:16])[CH:9]=[CH:10][C:3]=12. (4) The product is: [CH3:2][O:3][C:4](=[O:30])[C:5]1[C:6](=[CH:11][C:12]([CH2:15][C:16]2[CH:21]=[CH:20][CH:19]=[CH:18][C:17]=2[NH2:22])=[CH:13][CH:14]=1)[C:7]([O:9][CH3:10])=[O:8]. Given the reactants Cl.[CH3:2][O:3][C:4](=[O:30])[C:5]1[C:6](=[CH:11][C:12]([CH2:15][C:16]2[CH:21]=[CH:20][CH:19]=[CH:18][C:17]=2[NH:22]C(OC(C)(C)C)=O)=[CH:13][CH:14]=1)[C:7]([O:9][CH3:10])=[O:8], predict the reaction product. (5) Given the reactants [F:1][C:2]1[CH:7]=[CH:6][C:5](N)=[CH:4][C:3]=1[C:9]1[CH:10]=[N:11][CH:12]=[CH:13][CH:14]=1.N([O-])=O.[Na+].[BrH:19], predict the reaction product. The product is: [Br:19][C:5]1[CH:6]=[CH:7][C:2]([F:1])=[C:3]([C:9]2[CH:10]=[N:11][CH:12]=[CH:13][CH:14]=2)[CH:4]=1. (6) Given the reactants [NH2:1][C:2]1(C)[NH:6][CH:5]=[C:4]([Cl:7])[S:3]1.[CH3:9][C:10]1([CH3:18])[C:12]([CH3:14])([CH3:13])[CH:11]1[C:15](Cl)=[O:16].[CH2:19](N(CC)CC)C, predict the reaction product. The product is: [Cl:7][C:4]1[S:3][C:2]([NH:1][C:15]([CH:11]2[C:10]([CH3:18])([CH3:9])[C:12]2([CH3:14])[CH3:13])=[O:16])=[N:6][C:5]=1[CH3:19]. (7) Given the reactants [F:1][C:2]1[CH:3]=[CH:4][C:5](B2OC(C)(C)C(C)(C)O2)=[C:6]2[C:10]=1[C@H:9]([O:11][C:12]1[CH:25]=[CH:24][C:15]3[C@H:16]([CH2:19][C:20]([O:22][CH3:23])=[O:21])[CH2:17][O:18][C:14]=3[CH:13]=1)[CH2:8][CH2:7]2.Br[C:36]1[C:41]([CH3:42])=[CH:40][C:39]([C:43]2[CH:44]=[CH:45][C:46](=[O:50])[N:47]([CH3:49])[CH:48]=2)=[CH:38][C:37]=1[CH3:51].BrC1C=CC(F)=C2C=1CC[C@H]2OC1C=CC2[C@H](CC(OC)=O)COC=2C=1, predict the reaction product. The product is: [CH3:42][C:41]1[CH:40]=[C:39]([C:43]2[CH:44]=[CH:45][C:46](=[O:50])[N:47]([CH3:49])[CH:48]=2)[CH:38]=[C:37]([CH3:51])[C:36]=1[C:5]1[CH:4]=[CH:3][C:2]([F:1])=[C:10]2[C:6]=1[CH2:7][CH2:8][C@H:9]2[O:11][C:12]1[CH:25]=[CH:24][C:15]2[C@H:16]([CH2:19][C:20]([O:22][CH3:23])=[O:21])[CH2:17][O:18][C:14]=2[CH:13]=1. (8) The product is: [CH2:25]1[C:28]2([CH2:31][N:30]([S:2]([C:5]3[CH:6]=[C:7]([CH:12]=[C:13]([C:15]([F:18])([F:17])[F:16])[CH:14]=3)[C:8]([O:10][CH3:11])=[O:9])(=[O:4])=[O:3])[CH2:29]2)[CH2:27][O:26]1. Given the reactants Cl[S:2]([C:5]1[CH:6]=[C:7]([CH:12]=[C:13]([C:15]([F:18])([F:17])[F:16])[CH:14]=1)[C:8]([O:10][CH3:11])=[O:9])(=[O:4])=[O:3].C(O)(=O)C(O)=O.[CH2:25]1[C:28]2([CH2:31][NH:30][CH2:29]2)[CH2:27][O:26]1.C([O-])(O)=O.[Na+], predict the reaction product.